The task is: Predict the product of the given reaction.. This data is from Forward reaction prediction with 1.9M reactions from USPTO patents (1976-2016). (1) Given the reactants [Cl:1][C:2]1[CH:3]=[C:4]([C:22]#[N:23])[CH:5]=[C:6]2[C:11]=1[NH:10][CH2:9][CH:8]([NH:12][S:13]([C:16]1[CH:21]=[CH:20][CH:19]=[CH:18][CH:17]=1)(=[O:15])=[O:14])[CH2:7]2.[C:24](Cl)(=[O:31])[C:25]1[CH:30]=[CH:29][CH:28]=[CH:27][CH:26]=1, predict the reaction product. The product is: [C:24]([N:10]1[C:11]2[C:6](=[CH:5][C:4]([C:22]#[N:23])=[CH:3][C:2]=2[Cl:1])[CH2:7][CH:8]([NH:12][S:13]([C:16]2[CH:21]=[CH:20][CH:19]=[CH:18][CH:17]=2)(=[O:15])=[O:14])[CH2:9]1)(=[O:31])[C:25]1[CH:30]=[CH:29][CH:28]=[CH:27][CH:26]=1. (2) Given the reactants [S:1]1[CH:5]=[CH:4][C:3]2[CH:6]=[C:7]([CH2:10][S:11]([CH:14]=[CH:15][CH:16]([CH3:18])[CH3:17])(=[O:13])=[O:12])[CH:8]=[CH:9][C:2]1=2.[NH2:19][OH:20].C1[CH2:25][O:24]CC1, predict the reaction product. The product is: [S:1]1[CH:5]=[CH:4][C:3]2[CH:6]=[C:7]([CH2:10][S:11]([CH2:14][C@@H:15]([N:19]([OH:20])[CH:25]=[O:24])[CH:16]([CH3:18])[CH3:17])(=[O:13])=[O:12])[CH:8]=[CH:9][C:2]1=2.